Dataset: Drug-induced liver injury (DILI) classification data. Task: Regression/Classification. Given a drug SMILES string, predict its toxicity properties. Task type varies by dataset: regression for continuous values (e.g., LD50, hERG inhibition percentage) or binary classification for toxic/non-toxic outcomes (e.g., AMES mutagenicity, cardiotoxicity, hepatotoxicity). Dataset: dili. (1) The drug is CCC(C)n1ncn(-c2ccc(N3CCN(c4ccc(OCC5COC(Cn6cncn6)(c6ccc(Cl)cc6Cl)O5)cc4)CC3)cc2)c1=O. The result is 1 (causes liver injury). (2) The molecule is Nc1ccc(N=Nc2ccccc2)c(N)n1. The result is 0 (no liver injury). (3) The compound is COc1cc(C(=O)NCc2ccc(OCCN(C)C)cc2)cc(OC)c1OC. The result is 1 (causes liver injury). (4) The compound is COCCCOc1cc(CC(CC(N)C(O)CC(C(=O)NCC(C)(C)C(N)=O)C(C)C)C(C)C)ccc1OC. The result is 0 (no liver injury). (5) The drug is Nc1nc(=O)n(C2CSC(CO)O2)cc1F. The result is 1 (causes liver injury). (6) The drug is COc1cc2c(c3oc(=O)c4c(c13)CCC4=O)C1C=COC1O2. The result is 1 (causes liver injury).